This data is from Full USPTO retrosynthesis dataset with 1.9M reactions from patents (1976-2016). The task is: Predict the reactants needed to synthesize the given product. (1) The reactants are: [CH:1]1[C:10]2[C:5](=[C:6]([C:11]#[C:12][N:13]3[C:21]4[CH:20]=[CH:19][C:18]([CH3:22])=[CH:17][C:16]=4[C:15]4[CH2:23][N:24]([CH3:27])[CH2:25][CH2:26][C:14]3=4)[CH:7]=[CH:8][CH:9]=2)[CH:4]=[CH:3][N:2]=1.C([O-])=O.[NH4+]. Given the product [CH3:27][N:24]1[CH2:25][CH2:26][C:14]2[N:13]([CH2:12][CH2:11][C:6]3[CH:7]=[CH:8][CH:9]=[C:10]4[C:5]=3[CH2:4][CH2:3][NH:2][CH2:1]4)[C:21]3[CH:20]=[CH:19][C:18]([CH3:22])=[CH:17][C:16]=3[C:15]=2[CH2:23]1, predict the reactants needed to synthesize it. (2) Given the product [N:26]1[CH:27]=[CH:28][N:29]2[CH:34]=[C:33]([C:2]3[N:11]=[C:10]([NH:12][CH2:13][CH:14]([C:20]4[CH:25]=[CH:24][CH:23]=[CH:22][CH:21]=4)[C:15]4[NH:16][CH:17]=[CH:18][CH:19]=4)[C:9]4[C:4](=[CH:5][CH:6]=[CH:7][CH:8]=4)[N:3]=3)[CH:32]=[CH:31][C:30]=12, predict the reactants needed to synthesize it. The reactants are: Cl[C:2]1[N:11]=[C:10]([NH:12][CH2:13][CH:14]([C:20]2[CH:25]=[CH:24][CH:23]=[CH:22][CH:21]=2)[C:15]2[NH:16][CH:17]=[CH:18][CH:19]=2)[C:9]2[C:4](=[CH:5][CH:6]=[CH:7][CH:8]=2)[N:3]=1.[N:26]1[CH:27]=[CH:28][N:29]2[CH:34]=[C:33](B(O)O)[CH:32]=[CH:31][C:30]=12.C([O-])([O-])=O.[K+].[K+]. (3) Given the product [OH:10][C:8]([CH:7]([C:5]1[CH:6]=[CH:1][C:2]([CH2:21][CH:20]([CH3:27])[CH3:26])=[CH:3][CH:4]=1)[CH3:31])=[O:9], predict the reactants needed to synthesize it. The reactants are: [CH:1]1[CH:2]=[CH:3][C:4](NC2C(Cl)=CC=CC=2Cl)=[C:5]([CH2:7][C:8]([OH:10])=[O:9])[CH:6]=1.[C:20]12(C)[C:27](C)(C)C(C[CH2:26]1)C[C:21]2=O.[CH:31]1(C)CCC(C(C)C)C(O)C1. (4) Given the product [CH:1]1([CH:7]([NH:18][C:19]2[CH:20]=[CH:21][C:22]([C:23]([N:29]([CH3:28])[CH2:30][CH2:31][C:32]([O:34][CH2:35][CH3:36])=[O:33])=[O:24])=[CH:26][CH:27]=2)[C:8]2[O:16][C:15]3[C:10](=[N:11][CH:12]=[CH:13][CH:14]=3)[C:9]=2[CH3:17])[CH2:6][CH2:5][CH2:4][CH2:3][CH2:2]1, predict the reactants needed to synthesize it. The reactants are: [CH:1]1([CH:7]([NH:18][C:19]2[CH:27]=[CH:26][C:22]([C:23](O)=[O:24])=[CH:21][CH:20]=2)[C:8]2[O:16][C:15]3[C:10](=[N:11][CH:12]=[CH:13][CH:14]=3)[C:9]=2[CH3:17])[CH2:6][CH2:5][CH2:4][CH2:3][CH2:2]1.[CH3:28][NH:29][CH2:30][CH2:31][C:32]([O:34][CH2:35][CH3:36])=[O:33].O.ON1C2C=CC=CC=2N=N1.Cl.C(N=C=NCCCN(C)C)C.[Cl-].[NH4+]. (5) The reactants are: [Si:1]([O:18][CH2:19][CH:20]1[CH2:23][NH:22][CH2:21]1)([C:14]([CH3:17])([CH3:16])[CH3:15])([C:8]1[CH:13]=[CH:12][CH:11]=[CH:10][CH:9]=1)[C:2]1[CH:7]=[CH:6][CH:5]=[CH:4][CH:3]=1.[O:24]1[CH2:26][C@H:25]1[C:27]([O:29][CH3:30])=[O:28]. Given the product [Si:1]([O:18][CH2:19][CH:20]1[CH2:23][N:22]([CH2:26][C@H:25]([OH:24])[C:27]([O:29][CH3:30])=[O:28])[CH2:21]1)([C:14]([CH3:17])([CH3:15])[CH3:16])([C:2]1[CH:3]=[CH:4][CH:5]=[CH:6][CH:7]=1)[C:8]1[CH:13]=[CH:12][CH:11]=[CH:10][CH:9]=1, predict the reactants needed to synthesize it. (6) Given the product [Br:24][C:16]1[CH:17]=[C:18]2[C:23](=[C:14]([N:11]3[CH2:12][CH2:13][NH:8][CH2:9][CH2:10]3)[CH:15]=1)[N:22]=[CH:21][CH:20]=[CH:19]2, predict the reactants needed to synthesize it. The reactants are: C([N:8]1[CH2:13][CH2:12][N:11]([C:14]2[CH:15]=[C:16]([Br:24])[CH:17]=[C:18]3[C:23]=2[N:22]=[CH:21][CH:20]=[CH:19]3)[CH2:10][CH2:9]1)C1C=CC=CC=1.ClCCOC(Cl)=O.ClC(OC=C)=O.O. (7) The reactants are: [C:1](#[N:3])C.Cl.Cl.C1(C)C=CC=C(N2CCNCC2)C=1.[C:19]1([CH3:47])[CH:24]=[CH:23][CH:22]=[C:21]([N:25]2[CH2:30][CH2:29][N:28]([CH2:31][CH2:32][CH2:33][CH2:34][NH:35][C:36]([C:38]3O[C:41]4[CH:43]=[CH:44][CH:45]=[CH:46][C:40]=4[CH:39]=3)=[O:37])[CH2:27][CH2:26]2)[CH:20]=1. Given the product [C:19]1([CH3:47])[CH:24]=[CH:23][CH:22]=[C:21]([N:25]2[CH2:30][CH2:29][N:28]([CH2:31][CH2:32][CH2:33][CH2:34][NH:35][C:36]([C:38]3[N:3]=[CH:1][C:41]4[C:40]([CH:39]=3)=[CH:46][CH:45]=[CH:44][CH:43]=4)=[O:37])[CH2:27][CH2:26]2)[CH:20]=1, predict the reactants needed to synthesize it. (8) Given the product [Cl:22][C:4]1[C:5](=[O:21])[N:6]([CH2:9][CH2:10][C:11]2[CH:20]=[CH:19][C:14]([C:15]([O:17][CH3:18])=[O:16])=[CH:13][CH:12]=2)[C:7]([CH3:8])=[C:2]([C:32]([CH3:37])=[CH2:33])[CH:3]=1, predict the reactants needed to synthesize it. The reactants are: Br[C:2]1[CH:3]=[C:4]([Cl:22])[C:5](=[O:21])[N:6]([CH2:9][CH2:10][C:11]2[CH:20]=[CH:19][C:14]([C:15]([O:17][CH3:18])=[O:16])=[CH:13][CH:12]=2)[C:7]=1[CH3:8].O.P([O-])([O-])([O-])=O.[K+].[K+].[K+].[CH:32]1(P(C2CCCCC2)C2CCCCC2)[CH2:37]CCC[CH2:33]1. (9) Given the product [Cl:1][C:2]1[CH:3]=[C:4]([CH3:9])[C:5]([O:8][CH2:11][C:12]2[CH:17]=[CH:16][C:15]([F:18])=[CH:14][CH:13]=2)=[CH:6][N:7]=1, predict the reactants needed to synthesize it. The reactants are: [Cl:1][C:2]1[N:7]=[CH:6][C:5]([OH:8])=[C:4]([CH3:9])[CH:3]=1.Cl[CH2:11][C:12]1[CH:17]=[CH:16][C:15]([F:18])=[CH:14][CH:13]=1.